Predict which catalyst facilitates the given reaction. From a dataset of Catalyst prediction with 721,799 reactions and 888 catalyst types from USPTO. (1) Reactant: [OH:1][C:2]1[CH:9]=[CH:8][C:5]([CH:6]=[O:7])=[CH:4][C:3]=1[O:10][CH3:11].[I-].[Na+].C(=O)([O-])[O-].[K+].[K+].Br[CH2:21][C:22]([C:24]1[CH:29]=[C:28]([CH:30]2[CH2:35][CH2:34][CH2:33][CH2:32][CH2:31]2)[C:27]([OH:36])=[C:26]([CH:37]2[CH2:42][CH2:41][CH2:40][CH2:39][CH2:38]2)[CH:25]=1)=[O:23].Cl. Product: [CH:30]1([C:28]2[CH:29]=[C:24]([C:22](=[O:23])[CH2:21][O:1][C:2]3[CH:9]=[CH:8][C:5]([CH:6]=[O:7])=[CH:4][C:3]=3[O:10][CH3:11])[CH:25]=[C:26]([CH:37]3[CH2:38][CH2:39][CH2:40][CH2:41][CH2:42]3)[C:27]=2[OH:36])[CH2:31][CH2:32][CH2:33][CH2:34][CH2:35]1. The catalyst class is: 13. (2) Reactant: [CH2:1]([O:3][C:4](=[O:15])[C:5]1[CH:10]=[C:9]([F:11])[C:8]([S:12][CH3:13])=[N:7][C:6]=1Cl)[CH3:2].[CH:16]1([NH2:19])[CH2:18][CH2:17]1. Product: [CH2:1]([O:3][C:4](=[O:15])[C:5]1[CH:10]=[C:9]([F:11])[C:8]([S:12][CH3:13])=[N:7][C:6]=1[NH:19][CH:16]1[CH2:18][CH2:17]1)[CH3:2]. The catalyst class is: 10. (3) Reactant: [CH3:1][O:2][C:3]([N:5]1[CH2:10][CH2:9][CH2:8][C@@H:7]([C:11]2[CH:16]=[CH:15][CH:14]=[C:13]([O:17][C:18]([C:21]([O:23]CC3C=CC=CC=3)=[O:22])([CH3:20])[CH3:19])[CH:12]=2)[CH2:6]1)=[O:4]. Product: [CH3:1][O:2][C:3]([N:5]1[CH2:10][CH2:9][CH2:8][C@@H:7]([C:11]2[CH:16]=[CH:15][CH:14]=[C:13]([O:17][C:18]([C:21]([OH:23])=[O:22])([CH3:20])[CH3:19])[CH:12]=2)[CH2:6]1)=[O:4]. The catalyst class is: 43. (4) Reactant: [CH2:1]([O:8][C:9](=[O:33])[C:10]1[CH:15]=[C:14](Br)[C:13]([O:17][CH2:18][C:19]2[CH:24]=[CH:23][CH:22]=[CH:21][CH:20]=2)=[CH:12][C:11]=1[O:25][CH2:26][C:27]1[CH:32]=[CH:31][CH:30]=[CH:29][CH:28]=1)[C:2]1[CH:7]=[CH:6][CH:5]=[CH:4][CH:3]=1.C(=O)([O-])[O-].[Cs+].[Cs+].O.[CH2:41]1[CH2:45]OC[CH2:42]1. Product: [CH2:1]([O:8][C:9](=[O:33])[C:10]1[CH:15]=[C:14]([C:41]([CH3:45])=[CH2:42])[C:13]([O:17][CH2:18][C:19]2[CH:24]=[CH:23][CH:22]=[CH:21][CH:20]=2)=[CH:12][C:11]=1[O:25][CH2:26][C:27]1[CH:32]=[CH:31][CH:30]=[CH:29][CH:28]=1)[C:2]1[CH:7]=[CH:6][CH:5]=[CH:4][CH:3]=1. The catalyst class is: 73. (5) Reactant: [OH:1][C@H:2]([CH3:16])[CH2:3][NH:4][CH2:5][C@@H:6]([NH:8][C:9](=[O:15])[O:10][C:11]([CH3:14])([CH3:13])[CH3:12])[CH3:7].C(N(C(C)C)CC)(C)C.Cl[C:27]([O:29][CH2:30][C:31]1[CH:36]=[CH:35][CH:34]=[CH:33][CH:32]=1)=[O:28].Cl. Product: [C:11]([O:10][C:9]([NH:8][C@@H:6]([CH3:7])[CH2:5][N:4]([CH2:3][C@H:2]([OH:1])[CH3:16])[C:27](=[O:28])[O:29][CH2:30][C:31]1[CH:36]=[CH:35][CH:34]=[CH:33][CH:32]=1)=[O:15])([CH3:14])([CH3:13])[CH3:12]. The catalyst class is: 4.